This data is from Peptide-MHC class II binding affinity with 134,281 pairs from IEDB. The task is: Regression. Given a peptide amino acid sequence and an MHC pseudo amino acid sequence, predict their binding affinity value. This is MHC class II binding data. (1) The peptide sequence is GLGWYKIEIDQDHQE. The MHC is HLA-DQA10501-DQB10301 with pseudo-sequence HLA-DQA10501-DQB10301. The binding affinity (normalized) is 0.221. (2) The peptide sequence is TVAVGLHFHEMNNGG. The MHC is HLA-DQA10501-DQB10302 with pseudo-sequence HLA-DQA10501-DQB10302. The binding affinity (normalized) is 0.283. (3) The peptide sequence is KPVSQMRMATPLLMRPM. The MHC is DRB1_1201 with pseudo-sequence DRB1_1201. The binding affinity (normalized) is 0.562.